From a dataset of Forward reaction prediction with 1.9M reactions from USPTO patents (1976-2016). Predict the product of the given reaction. (1) Given the reactants CN(C)[CH:3]=[C:4]([C:14]1[CH:15]=[CH:16][C:17](=[O:23])[N:18]([CH:20]([CH3:22])[CH3:21])[N:19]=1)[C:5](=O)[C:6]1[CH:11]=[CH:10][CH:9]=[C:8]([Cl:12])[CH:7]=1.Cl.[NH2:26][C:27]([NH2:29])=[NH:28], predict the reaction product. The product is: [NH2:28][C:27]1[N:29]=[C:5]([C:6]2[CH:11]=[CH:10][CH:9]=[C:8]([Cl:12])[CH:7]=2)[C:4]([C:14]2[CH:15]=[CH:16][C:17](=[O:23])[N:18]([CH:20]([CH3:21])[CH3:22])[N:19]=2)=[CH:3][N:26]=1. (2) Given the reactants CC1C=CC(S(O[CH2:12][CH2:13][C:14]#[C:15][C:16]2[C:24]3[C:23]([Cl:25])=[N:22][C:21]([NH2:26])=[N:20][C:19]=3[N:18]([CH2:27][C:28]3[C:33]([CH3:34])=[C:32]([O:35][CH3:36])[C:31]([CH3:37])=[CH:30][N:29]=3)[CH:17]=2)(=O)=O)=CC=1.[F-].[Cs+].CO, predict the reaction product. The product is: [C:15]([C:16]1[C:24]2[C:23]([Cl:25])=[N:22][C:21]([NH2:26])=[N:20][C:19]=2[N:18]([CH2:27][C:28]2[C:33]([CH3:34])=[C:32]([O:35][CH3:36])[C:31]([CH3:37])=[CH:30][N:29]=2)[CH:17]=1)#[C:14][CH:13]=[CH2:12]. (3) Given the reactants Cl[C:2]1[CH:7]=[CH:6][CH:5]=[C:4]([CH3:8])[N:3]=1.[CH3:9][O:10][C:11]1[CH:16]=[CH:15][C:14](B2OC(C)(C)C(C)(C)O2)=[CH:13][C:12]=1[N+:26]([O-:28])=[O:27].P([O-])([O-])([O-])=O.[K+].[K+].[K+].COCCOC, predict the reaction product. The product is: [CH3:9][O:10][C:11]1[CH:16]=[CH:15][C:14]([C:2]2[CH:7]=[CH:6][CH:5]=[C:4]([CH3:8])[N:3]=2)=[CH:13][C:12]=1[N+:26]([O-:28])=[O:27]. (4) Given the reactants Cl[C:2]1[C:3]2[S:10][C:9]([I:11])=[CH:8][C:4]=2[N:5]=[CH:6][N:7]=1.[CH3:12][O:13][C:14]1[CH:21]=[CH:20][C:17]([CH2:18][NH2:19])=[CH:16][CH:15]=1, predict the reaction product. The product is: [CH3:12][O:13][C:14]1[CH:21]=[CH:20][C:17]([CH2:18][NH:19][C:2]2[C:3]3[S:10][C:9]([I:11])=[CH:8][C:4]=3[N:5]=[CH:6][N:7]=2)=[CH:16][CH:15]=1.